This data is from Forward reaction prediction with 1.9M reactions from USPTO patents (1976-2016). The task is: Predict the product of the given reaction. (1) Given the reactants [CH3:1]N(C)C=O.[H-].[Na+].[Cl:8][C:9]1[CH:14]=[C:13]([O:15][C:16]2[C:25]3[C:20](=[CH:21][C:22]([O:28][CH3:29])=[C:23]([O:26][CH3:27])[CH:24]=3)[N:19]=[CH:18][N:17]=2)[CH:12]=[CH:11][C:10]=1[NH:30][C:31](=[O:39])[O:32][CH:33]1[CH2:38][CH2:37][CH2:36][CH2:35][CH2:34]1.CI, predict the reaction product. The product is: [Cl:8][C:9]1[CH:14]=[C:13]([O:15][C:16]2[C:25]3[C:20](=[CH:21][C:22]([O:28][CH3:29])=[C:23]([O:26][CH3:27])[CH:24]=3)[N:19]=[CH:18][N:17]=2)[CH:12]=[CH:11][C:10]=1[N:30]([CH3:1])[C:31](=[O:39])[O:32][CH:33]1[CH2:38][CH2:37][CH2:36][CH2:35][CH2:34]1. (2) Given the reactants C([Li])CCC.Br[C:7]1[CH:16]=[CH:15][CH:14]=[C:13]2[C:8]=1[CH2:9][CH2:10][CH2:11][CH2:12]2.BrC1C=C2C(=CC=1)CCCC2.C1([C:38]([OH:40])=[O:39])C2CCCCC=2C=CC=1, predict the reaction product. The product is: [CH:14]1[C:13]2[CH2:12][CH2:11][CH2:10][CH2:9][C:8]=2[CH:7]=[CH:16][C:15]=1[C:38]([OH:40])=[O:39]. (3) Given the reactants [CH3:1][C:2]1[N:7]=[C:6]([C:8]2[N:13]=[CH:12][C:11]3[CH:14]=[N:15][NH:16][C:10]=3[CH:9]=2)[CH:5]=[N:4][CH:3]=1.Br[C:18]1[N:23]=[C:22]([N:24]2[CH2:30][CH:29]([OH:31])[CH2:28][N:27](C(OC(C)(C)C)=O)[CH2:26][CH2:25]2)[C:21]([O:39][CH3:40])=[CH:20][CH:19]=1, predict the reaction product. The product is: [CH3:40][O:39][C:21]1[C:22]([N:24]2[CH2:30][CH:29]([OH:31])[CH2:28][NH:27][CH2:26][CH2:25]2)=[N:23][C:18]([N:16]2[C:10]3[CH:9]=[C:8]([C:6]4[CH:5]=[N:4][CH:3]=[C:2]([CH3:1])[N:7]=4)[N:13]=[CH:12][C:11]=3[CH:14]=[N:15]2)=[CH:19][CH:20]=1.